Dataset: Reaction yield outcomes from USPTO patents with 853,638 reactions. Task: Predict the reaction yield, written as a fraction of the theoretical maximum amount of product (1.0 means a 100% yield; for example, 0.34 means a 34% yield). (1) The reactants are C(OC([N:8]1[CH2:12][CH2:11][C:10]([C:15]2[CH:20]=[C:19]([F:21])[CH:18]=[C:17]([Cl:22])[CH:16]=2)([O:13][CH3:14])[CH2:9]1)=O)(C)(C)C.FC(F)(F)C(O)=O. The catalyst is C(Cl)Cl. The product is [Cl:22][C:17]1[CH:16]=[C:15]([C:10]2([O:13][CH3:14])[CH2:11][CH2:12][NH:8][CH2:9]2)[CH:20]=[C:19]([F:21])[CH:18]=1. The yield is 0.770. (2) The reactants are C([O:4][C:5]1[CH:14]=[C:13]2[C:8]([CH:9]=[C:10]([CH:16]=[O:17])[C:11](Cl)=[N:12]2)=[CH:7][CH:6]=1)(=O)C.CCN(CC)CC.O. The catalyst is CN(C=O)C.C1C=CC([P]([Pd]([P](C2C=CC=CC=2)(C2C=CC=CC=2)C2C=CC=CC=2)([P](C2C=CC=CC=2)(C2C=CC=CC=2)C2C=CC=CC=2)[P](C2C=CC=CC=2)(C2C=CC=CC=2)C2C=CC=CC=2)(C2C=CC=CC=2)C2C=CC=CC=2)=CC=1. The product is [OH:4][C:5]1[CH:14]=[C:13]2[C:8]([CH:9]=[C:10]([CH:16]=[O:17])[CH:11]=[N:12]2)=[CH:7][CH:6]=1. The yield is 0.600.